This data is from Full USPTO retrosynthesis dataset with 1.9M reactions from patents (1976-2016). The task is: Predict the reactants needed to synthesize the given product. The reactants are: [CH3:1][C@H:2]1[CH2:30][O:29][C@@:5]2([O:9][C@H:8]3[CH2:10][C@H:11]4[C@@H:16]5[CH2:17][CH2:18][C@@H:19]6[CH2:25][C:23](=[O:24])[CH2:22][CH2:21][C@:20]6([CH3:26])[C@H:15]5[CH2:14][CH2:13][C@:12]4([CH3:27])[C@H:7]3[C@@H:6]2[CH3:28])[CH2:4][CH2:3]1.C(O[AlH-](OC(C)(C)C)OC(C)(C)C)(C)(C)C.[Li+].C(Cl)Cl.CCOC(C)=O. Given the product [CH3:1][C@@H:2]1[CH2:30][O:29][C@@:5]2([O:9][C@H:8]3[CH2:10][C@H:11]4[C@@H:16]5[CH2:17][CH2:18][C@@H:19]6[CH2:25][C@H:23]([OH:24])[CH2:22][CH2:21][C@:20]6([CH3:26])[C@H:15]5[CH2:14][CH2:13][C@:12]4([CH3:27])[C@H:7]3[C@@H:6]2[CH3:28])[CH2:4][CH2:3]1, predict the reactants needed to synthesize it.